Dataset: NCI-60 drug combinations with 297,098 pairs across 59 cell lines. Task: Regression. Given two drug SMILES strings and cell line genomic features, predict the synergy score measuring deviation from expected non-interaction effect. (1) Drug 1: C1CN1P(=S)(N2CC2)N3CC3. Drug 2: COC1=C2C(=CC3=C1OC=C3)C=CC(=O)O2. Cell line: NCI-H460. Synergy scores: CSS=56.9, Synergy_ZIP=1.65, Synergy_Bliss=2.74, Synergy_Loewe=-13.7, Synergy_HSA=2.41. (2) Drug 1: CC1=C2C(C(=O)C3(C(CC4C(C3C(C(C2(C)C)(CC1OC(=O)C(C(C5=CC=CC=C5)NC(=O)OC(C)(C)C)O)O)OC(=O)C6=CC=CC=C6)(CO4)OC(=O)C)OC)C)OC. Drug 2: N.N.Cl[Pt+2]Cl. Cell line: SF-268. Synergy scores: CSS=21.8, Synergy_ZIP=2.68, Synergy_Bliss=-1.28, Synergy_Loewe=-34.8, Synergy_HSA=-4.62. (3) Drug 1: C1=CN(C(=O)N=C1N)C2C(C(C(O2)CO)O)O.Cl. Drug 2: C1=CC=C(C(=C1)C(C2=CC=C(C=C2)Cl)C(Cl)Cl)Cl. Cell line: OVCAR-5. Synergy scores: CSS=37.8, Synergy_ZIP=-0.641, Synergy_Bliss=-1.97, Synergy_Loewe=-33.4, Synergy_HSA=-1.41. (4) Drug 1: CC1=C(C(CCC1)(C)C)C=CC(=CC=CC(=CC(=O)O)C)C. Drug 2: CC(C)CN1C=NC2=C1C3=CC=CC=C3N=C2N. Cell line: OVCAR3. Synergy scores: CSS=-2.63, Synergy_ZIP=2.27, Synergy_Bliss=0.551, Synergy_Loewe=-4.26, Synergy_HSA=-3.91. (5) Drug 1: COC1=CC(=CC(=C1O)OC)C2C3C(COC3=O)C(C4=CC5=C(C=C24)OCO5)OC6C(C(C7C(O6)COC(O7)C8=CC=CS8)O)O. Drug 2: CC1=C(C=C(C=C1)NC(=O)C2=CC=C(C=C2)CN3CCN(CC3)C)NC4=NC=CC(=N4)C5=CN=CC=C5. Cell line: COLO 205. Synergy scores: CSS=38.6, Synergy_ZIP=2.58, Synergy_Bliss=1.82, Synergy_Loewe=-27.0, Synergy_HSA=0.914. (6) Drug 2: CC(C)CN1C=NC2=C1C3=CC=CC=C3N=C2N. Cell line: T-47D. Drug 1: C1=NC2=C(N1)C(=S)N=CN2. Synergy scores: CSS=7.67, Synergy_ZIP=-5.43, Synergy_Bliss=-4.92, Synergy_Loewe=-3.35, Synergy_HSA=-3.07. (7) Synergy scores: CSS=30.8, Synergy_ZIP=7.30, Synergy_Bliss=-1.92, Synergy_Loewe=-34.2, Synergy_HSA=-2.16. Drug 1: C1=CC=C(C(=C1)C(C2=CC=C(C=C2)Cl)C(Cl)Cl)Cl. Drug 2: CC1CCCC2(C(O2)CC(NC(=O)CC(C(C(=O)C(C1O)C)(C)C)O)C(=CC3=CSC(=N3)C)C)C. Cell line: SW-620. (8) Drug 1: CCCS(=O)(=O)NC1=C(C(=C(C=C1)F)C(=O)C2=CNC3=C2C=C(C=N3)C4=CC=C(C=C4)Cl)F. Drug 2: CN(C)C1=NC(=NC(=N1)N(C)C)N(C)C. Cell line: K-562. Synergy scores: CSS=-2.94, Synergy_ZIP=3.14, Synergy_Bliss=0.774, Synergy_Loewe=-77.3, Synergy_HSA=-4.41.